Task: Predict which catalyst facilitates the given reaction.. Dataset: Catalyst prediction with 721,799 reactions and 888 catalyst types from USPTO (1) Reactant: [Br:1][C:2]1[CH:7]=[CH:6][C:5]([Cl:8])=[CH:4][C:3]=1[N+:9]([O-])=O.O.[Cl-].[NH4+]. Product: [Br:1][C:2]1[CH:7]=[CH:6][C:5]([Cl:8])=[CH:4][C:3]=1[NH2:9]. The catalyst class is: 415. (2) Reactant: [C:1]12([CH2:11]S(O)(=O)=O)C(C)(C)[CH:5]([CH2:6][CH2:7]1)[CH2:4][C:2]2=O.[N+:16]([CH2:19][CH2:20][CH2:21][C:22](=[O:26])[CH2:23][CH2:24][CH3:25])([O-:18])=[O:17].C([O:32][CH3:33])(OC)OC.[C:34]([O-])(=O)C.[NH4+:38].[CH:39](=O)[C:40]1[CH:45]=[CH:44][CH:43]=[CH:42][CH:41]=1. Product: [CH:39](=[N:38][CH:11]([C:1]1[CH:2]=[CH:4][CH:5]=[CH:6][CH:7]=1)[CH:19]([N+:16]([O-:18])=[O:17])[CH2:20][CH2:21][C:22]([O:32][CH3:33])([O:26][CH3:34])[CH2:23][CH2:24][CH3:25])[C:40]1[CH:45]=[CH:44][CH:43]=[CH:42][CH:41]=1. The catalyst class is: 5. (3) Reactant: [ClH:1].[CH3:2][N:3]([CH2:5][CH2:6][CH2:7][CH:8]1[CH2:17][CH2:16][C:15]2[C:10](=[CH:11][CH:12]=[C:13]([O:18]C)[CH:14]=2)[CH2:9]1)[CH3:4].[OH-].[Na+].C(=O)([O-])[O-].[K+].[K+]. Product: [ClH:1].[CH3:2][N:3]([CH2:5][CH2:6][CH2:7][CH:8]1[CH2:17][CH2:16][C:15]2[C:10](=[CH:11][CH:12]=[C:13]([OH:18])[CH:14]=2)[CH2:9]1)[CH3:4]. The catalyst class is: 201. (4) Reactant: [Br:1][C:2]1[C:3]([CH3:10])=[C:4]([NH2:9])[C:5]([NH2:8])=[N:6][CH:7]=1.C([O:13][C:14](=O)[C:15](OCC)=[O:16])C. Product: [Br:1][C:2]1[CH:7]=[N:6][C:5]2=[N:8][C:15]([OH:16])=[C:14]([OH:13])[N:9]=[C:4]2[C:3]=1[CH3:10]. The catalyst class is: 28. (5) Reactant: [CH2:1]([NH:8][C:9]([C:11]1[NH:12][CH:13]=[C:14]([C:16](=[O:24])[CH2:17][C:18]2[CH:23]=[CH:22][CH:21]=[CH:20][CH:19]=2)[CH:15]=1)=[O:10])[C:2]1[CH:7]=[CH:6][CH:5]=[CH:4][CH:3]=1.[CH:25](OC(C)(C)C)(N(C)C)[N:26]([CH3:28])[CH3:27]. Product: [CH2:1]([NH:8][C:9]([C:11]1[NH:12][CH:13]=[C:14]([C:16](=[O:24])[C:17]([C:18]2[CH:23]=[CH:22][CH:21]=[CH:20][CH:19]=2)=[CH:25][N:26]([CH3:28])[CH3:27])[CH:15]=1)=[O:10])[C:2]1[CH:3]=[CH:4][CH:5]=[CH:6][CH:7]=1. The catalyst class is: 1.